This data is from Catalyst prediction with 721,799 reactions and 888 catalyst types from USPTO. The task is: Predict which catalyst facilitates the given reaction. (1) Reactant: [CH3:1][O:2][C:3](=[O:15])[C:4]1[CH:13]=[C:12]([OH:14])[CH:11]=[C:6]([C:7]([O:9][CH3:10])=[O:8])[CH:5]=1.Br[CH2:17][CH2:18][CH2:19][CH2:20][CH2:21][CH2:22][CH2:23][CH2:24][CH2:25][CH2:26][CH2:27][CH2:28][CH2:29][CH3:30].C([O-])([O-])=O.[K+].[K+]. Product: [CH3:10][O:9][C:7](=[O:8])[C:6]1[CH:11]=[C:12]([O:14][CH2:30][CH2:29][CH2:28][CH2:27][CH2:26][CH2:25][CH2:24][CH2:23][CH2:22][CH2:21][CH2:20][CH2:19][CH2:18][CH3:17])[CH:13]=[C:4]([C:3]([O:2][CH3:1])=[O:15])[CH:5]=1. The catalyst class is: 23. (2) Reactant: C(OC([NH:11][CH2:12][CH2:13][CH2:14][C@H:15]([NH:71]C(=O)OCC1C=CC=CC=1)[C:16]([NH:18][CH2:19][CH:20]([OH:70])[CH2:21][NH:22][C:23]([C@H:25]1[N:43]([CH3:44])[C:42](=[O:45])[C@H:41]([CH2:46][C@@H:47]([OH:57])[CH2:48][NH:49][C:50]([O:52][C:53]([CH3:56])([CH3:55])[CH3:54])=[O:51])[NH:40][C:39](=[O:58])[C@@H:38]([NH:59][C:60]([O:62][C:63]([CH3:66])([CH3:65])[CH3:64])=[O:61])[CH2:37][C:36]2[CH:67]=[C:32]([CH:33]=[CH:34][C:35]=2[OH:68])[C:31]2=[CH:69][C:27](=[CH:28][CH:29]=[CH:30]2)[CH2:26]1)=[O:24])=[O:17])=O)C1C=CC=CC=1.[H][H]. Product: [C:63]([O:62][C:60]([NH:59][C@H:38]1[CH2:37][C:36]2[CH:67]=[C:32]([CH:33]=[CH:34][C:35]=2[OH:68])[C:31]2=[CH:69][C:27](=[CH:28][CH:29]=[CH:30]2)[CH2:26][C@@H:25]([C:23]([NH:22][CH2:21][CH:20]([OH:70])[CH2:19][NH:18][C:16](=[O:17])[C@H:15]([CH2:14][CH2:13][CH2:12][NH2:11])[NH2:71])=[O:24])[N:43]([CH3:44])[C:42](=[O:45])[C@H:41]([CH2:46][C@@H:47]([OH:57])[CH2:48][NH:49][C:50](=[O:51])[O:52][C:53]([CH3:56])([CH3:55])[CH3:54])[NH:40][C:39]1=[O:58])=[O:61])([CH3:66])([CH3:64])[CH3:65]. The catalyst class is: 29.